Dataset: Reaction yield outcomes from USPTO patents with 853,638 reactions. Task: Predict the reaction yield, written as a fraction of the theoretical maximum amount of product (1.0 means a 100% yield; for example, 0.34 means a 34% yield). (1) The reactants are [O:1]1[CH:5]=[CH:4][CH:3]=[C:2]1[C:6](=O)[CH:7]=O.Cl.[NH2:11][CH2:12][C:13]([NH2:15])=[O:14].[OH-].[Na+]. The catalyst is CO.O. The product is [O:1]1[CH:5]=[CH:4][CH:3]=[C:2]1[C:6]1[N:11]=[CH:12][C:13]([OH:14])=[N:15][CH:7]=1. The yield is 0.270. (2) The reactants are [C:1]([O:7][CH2:8][C@H:9]([C:15]1[C:24]([CH3:25])=[CH:23][C:18]2[N:19]=[C:20](Cl)[S:21][C:17]=2[C:16]=1[Br:26])[O:10][C:11]([CH3:14])([CH3:13])[CH3:12])(=[O:6])[C:2]([CH3:5])([CH3:4])[CH3:3].[CH3:27][O-:28].[Na+]. The catalyst is CO. The yield is 0.790. The product is [C:1]([O:7][CH2:8][C@H:9]([C:15]1[C:24]([CH3:25])=[CH:23][C:18]2[N:19]=[C:20]([O:28][CH3:27])[S:21][C:17]=2[C:16]=1[Br:26])[O:10][C:11]([CH3:14])([CH3:13])[CH3:12])(=[O:6])[C:2]([CH3:5])([CH3:4])[CH3:3]. (3) The yield is 0.500. The reactants are Cl[C:2]1[N:3]=[C:4]([N:22]2[CH2:27][CH2:26][O:25][CH2:24][CH2:23]2)[C:5]2[S:10][C:9]([CH2:11][N:12]3[CH2:17][CH2:16][N:15]([S:18]([CH3:21])(=[O:20])=[O:19])[CH2:14][CH2:13]3)=[CH:8][C:6]=2[N:7]=1.C([Sn](CCCC)(CCCC)[C:33]1[S:37][CH:36]=[N:35][CH:34]=1)CCC. The catalyst is CC(N(C)C)=O.C1C=CC([P]([Pd]([P](C2C=CC=CC=2)(C2C=CC=CC=2)C2C=CC=CC=2)([P](C2C=CC=CC=2)(C2C=CC=CC=2)C2C=CC=CC=2)[P](C2C=CC=CC=2)(C2C=CC=CC=2)C2C=CC=CC=2)(C2C=CC=CC=2)C2C=CC=CC=2)=CC=1. The product is [O:25]1[CH2:26][CH2:27][N:22]([C:4]2[C:5]3[S:10][C:9]([CH2:11][N:12]4[CH2:17][CH2:16][N:15]([S:18]([CH3:21])(=[O:20])=[O:19])[CH2:14][CH2:13]4)=[CH:8][C:6]=3[N:7]=[C:2]([C:33]3[S:37][CH:36]=[N:35][CH:34]=3)[N:3]=2)[CH2:23][CH2:24]1. (4) The reactants are Cl[C:2]1[N:7]=[C:6]([NH:8][C@@H:9]2[C@@H:14]3[CH2:15][C@@H:11]([CH:12]=[CH:13]3)[C@@H:10]2[C:16]([NH2:18])=[O:17])[C:5]([Cl:19])=[CH:4][N:3]=1.[NH2:20][C:21]1[C:35]([O:36][CH3:37])=[CH:34][C:24]2[CH2:25][CH2:26][N:27]([CH2:30][C@H:31]([OH:33])[CH3:32])[CH2:28][CH2:29][C:23]=2[CH:22]=1. No catalyst specified. The product is [Cl:19][C:5]1[C:6]([NH:8][C@@H:9]2[C@@H:14]3[CH2:15][C@@H:11]([CH:12]=[CH:13]3)[C@@H:10]2[C:16]([NH2:18])=[O:17])=[N:7][C:2]([NH:20][C:21]2[C:35]([O:36][CH3:37])=[CH:34][C:24]3[CH2:25][CH2:26][N:27]([CH2:30][C@H:31]([OH:33])[CH3:32])[CH2:28][CH2:29][C:23]=3[CH:22]=2)=[N:3][CH:4]=1. The yield is 0.630. (5) The reactants are [CH3:1][C:2]1[O:3][CH:4]=[CH:5][C:6]=1[C:7]1[C:12]([C:13]2[CH:14]=[N:15][CH:16]=[CH:17][CH:18]=2)=[CH:11][N:10]=[C:9]([N:19]2[CH2:24][CH2:23][CH2:22][CH:21]([CH3:25])[CH2:20]2)[N:8]=1.[ClH:26]. The catalyst is ClCCl. The product is [ClH:26].[CH3:1][C:2]1[O:3][CH:4]=[CH:5][C:6]=1[C:7]1[C:12]([C:13]2[CH:14]=[N:15][CH:16]=[CH:17][CH:18]=2)=[CH:11][N:10]=[C:9]([N:19]2[CH2:24][CH2:23][CH2:22][CH:21]([CH3:25])[CH2:20]2)[N:8]=1. The yield is 0.770. (6) The reactants are Cl.[CH3:2][O:3][C:4](=[O:9])[C:5]([NH2:8])([CH3:7])[CH3:6].[N:10]1[C:19]2[C:14](=[CH:15][CH:16]=[CH:17][C:18]=2[S:20](Cl)(=[O:22])=[O:21])[CH:13]=[CH:12][CH:11]=1.C(N(CC)CC)C.O. The catalyst is C(Cl)Cl. The product is [CH3:2][O:3][C:4](=[O:9])[C:5]([CH3:7])([NH:8][S:20]([C:18]1[CH:17]=[CH:16][CH:15]=[C:14]2[C:19]=1[N:10]=[CH:11][CH:12]=[CH:13]2)(=[O:21])=[O:22])[CH3:6]. The yield is 0.950.